This data is from NCI-60 drug combinations with 297,098 pairs across 59 cell lines. The task is: Regression. Given two drug SMILES strings and cell line genomic features, predict the synergy score measuring deviation from expected non-interaction effect. Drug 1: C1CN1P(=S)(N2CC2)N3CC3. Drug 2: C1=NC2=C(N1)C(=S)N=CN2. Cell line: KM12. Synergy scores: CSS=36.9, Synergy_ZIP=-6.12, Synergy_Bliss=1.62, Synergy_Loewe=-23.8, Synergy_HSA=1.74.